This data is from Reaction yield outcomes from USPTO patents with 853,638 reactions. The task is: Predict the reaction yield, written as a fraction of the theoretical maximum amount of product (1.0 means a 100% yield; for example, 0.34 means a 34% yield). (1) The reactants are [N:1]([C:4]1[CH:11]=[CH:10][C:7]([C:8]#[N:9])=[C:6]([C:12]([F:15])([F:14])[F:13])[CH:5]=1)=[C:2]=[S:3].[CH3:16][NH:17][C:18](=[O:33])[C:19]1[CH:24]=[CH:23][C:22]([NH:25][C:26]2([C:30]#N)[CH2:29][CH2:28][CH2:27]2)=[CH:21][C:20]=1[F:32].C[OH:35].Cl. The catalyst is CN(C=O)C.O. The product is [CH3:16][NH:17][C:18](=[O:33])[C:19]1[CH:24]=[CH:23][C:22]([N:25]2[C:2](=[S:3])[N:1]([C:4]3[CH:11]=[CH:10][C:7]([C:8]#[N:9])=[C:6]([C:12]([F:13])([F:15])[F:14])[CH:5]=3)[C:30](=[O:35])[C:26]32[CH2:29][CH2:28][CH2:27]3)=[CH:21][C:20]=1[F:32]. The yield is 0.570. (2) The reactants are Cl.[CH3:2][O:3][C:4](=[O:18])[C@H:5]([CH2:7][C:8]1[CH:13]=[CH:12][C:11]([OH:14])=[C:10]([C:15](=[O:17])[CH3:16])[CH:9]=1)[NH2:6].[C:19]([O:23][C:24](O[C:24]([O:23][C:19]([CH3:22])([CH3:21])[CH3:20])=[O:25])=[O:25])([CH3:22])([CH3:21])[CH3:20].CCN(C(C)C)C(C)C.OS([O-])(=O)=O.[K+]. The catalyst is CN(C=O)C. The product is [CH3:2][O:3][C:4](=[O:18])[C@@H:5]([NH:6][C:24]([O:23][C:19]([CH3:22])([CH3:21])[CH3:20])=[O:25])[CH2:7][C:8]1[CH:13]=[CH:12][C:11]([OH:14])=[C:10]([C:15](=[O:17])[CH3:16])[CH:9]=1. The yield is 0.970. (3) The product is [O:36]=[C:29]1[C:9]2[C:4](=[CH:5][C:6]([NH:10][CH:11]([C:15]3[CH:20]=[CH:19][C:18]([F:45])=[C:17]([O:23][CH3:24])[CH:16]=3)[C:12]([OH:14])=[O:13])=[CH:7][CH:8]=2)[C:1](=[O:3])[NH:2]1. The reactants are [C:1]([C:4]1[CH:5]=[C:6]([NH:10][CH:11]([C:15]2[CH:20]=[CH:19][C:18](OC)=[C:17]([O:23][CH3:24])[CH:16]=2)[C:12]([OH:14])=[O:13])[CH:7]=[CH:8][CH:9]=1)(=[O:3])[NH2:2].NC1C=C2C(=CC=1)C(=O)N[C:29]2=[O:36].COC1C=C(B(O)O)C=CC=1[F:45].O.C(O)(=O)C=O. The yield is 0.170. No catalyst specified. (4) The reactants are [CH2:1]([C:3]1[N:11]=[C:10]([C:12]([F:15])([F:14])[F:13])[N:9]=[C:8]2[C:4]=1[N:5]=[CH:6][N:7]2[C:16]1[CH:21]=[CH:20][C:19]([O:22]CC2C=CC=CC=2)=[CH:18][CH:17]=1)[CH3:2].CO.[H][H]. The catalyst is [Pd].C(O)(=O)C. The product is [CH2:1]([C:3]1[N:11]=[C:10]([C:12]([F:15])([F:14])[F:13])[N:9]=[C:8]2[C:4]=1[N:5]=[CH:6][N:7]2[C:16]1[CH:17]=[CH:18][C:19]([OH:22])=[CH:20][CH:21]=1)[CH3:2]. The yield is 0.930. (5) The reactants are [F:1][C:2]1[CH:3]=[C:4]([C@:19]2([S:31]([C:34]3[CH:39]=[CH:38][C:37]([F:40])=[CH:36][CH:35]=3)(=[O:33])=[O:32])[CH2:23][CH2:22][N:21](C(OC(C)(C)C)=O)[CH2:20]2)[CH:5]=[CH:6][C:7]=1[C:8]([O:17][CH3:18])([C:13]([F:16])([F:15])[F:14])[C:9]([F:12])([F:11])[F:10]. The catalyst is C(Cl)Cl.Cl.O1CCOCC1. The product is [F:1][C:2]1[CH:3]=[C:4]([C@:19]2([S:31]([C:34]3[CH:35]=[CH:36][C:37]([F:40])=[CH:38][CH:39]=3)(=[O:33])=[O:32])[CH2:23][CH2:22][NH:21][CH2:20]2)[CH:5]=[CH:6][C:7]=1[C:8]([O:17][CH3:18])([C:13]([F:14])([F:16])[F:15])[C:9]([F:10])([F:11])[F:12]. The yield is 0.120. (6) The reactants are [Br:1][C:2]1[N:10]=[CH:9][N:8]=[C:7]2[C:3]=1[N:4]=[CH:5][NH:6]2.C(=O)([O-])[O-].[K+].[K+].[CH3:17][O:18][C:19]1[CH:26]=[CH:25][C:22]([CH2:23]Cl)=[CH:21][CH:20]=1. The catalyst is CN(C=O)C. The product is [CH3:17][O:18][C:19]1[CH:26]=[CH:25][C:22]([CH2:23][N:6]2[CH:5]=[N:4][C:3]3[C:7]2=[N:8][CH:9]=[N:10][C:2]=3[Br:1])=[CH:21][CH:20]=1. The yield is 0.390. (7) The reactants are [OH:1][CH:2]([C:13]1[CH:18]=[CH:17][N:16]=[CH:15][CH:14]=1)[C:3]1[CH:8]=[CH:7][CH:6]=[C:5]([O:9][CH3:10])[C:4]=1[O:11][CH3:12].C1(C)C=CC=CC=1.CO.[H][H]. The catalyst is [Rh].C(O)(=O)C. The product is [OH:1][CH:2]([CH:13]1[CH2:14][CH2:15][NH:16][CH2:17][CH2:18]1)[C:3]1[CH:8]=[CH:7][CH:6]=[C:5]([O:9][CH3:10])[C:4]=1[O:11][CH3:12]. The yield is 0.960.